This data is from Reaction yield outcomes from USPTO patents with 853,638 reactions. The task is: Predict the reaction yield, written as a fraction of the theoretical maximum amount of product (1.0 means a 100% yield; for example, 0.34 means a 34% yield). (1) The reactants are [OH:1][CH2:2][C:3]([C:6]1[CH:10]=[C:9]([NH:11][C:12](=[O:28])[C:13]([S:16]([CH2:19][CH:20]2[CH2:25][CH2:24][CH:23]([O:26][CH3:27])[CH2:22][CH2:21]2)(=[O:18])=[O:17])([CH3:15])[CH3:14])[O:8][N:7]=1)([CH3:5])[CH3:4].[C:29]([Si:33](Cl)([C:40]1[CH:45]=[CH:44][CH:43]=[CH:42][CH:41]=1)[C:34]1[CH:39]=[CH:38][CH:37]=[CH:36][CH:35]=1)([CH3:32])([CH3:31])[CH3:30]. The catalyst is C(Cl)Cl. The product is [C:29]([Si:33]([C:40]1[CH:45]=[CH:44][CH:43]=[CH:42][CH:41]=1)([C:34]1[CH:35]=[CH:36][CH:37]=[CH:38][CH:39]=1)[O:1][CH2:2][C:3]([C:6]1[CH:10]=[C:9]([NH:11][C:12](=[O:28])[C:13]([S:16]([CH2:19][CH:20]2[CH2:21][CH2:22][CH:23]([O:26][CH3:27])[CH2:24][CH2:25]2)(=[O:18])=[O:17])([CH3:15])[CH3:14])[O:8][N:7]=1)([CH3:4])[CH3:5])([CH3:32])([CH3:30])[CH3:31]. The yield is 1.00. (2) The reactants are Cl[C:2]1[N:10]=[CH:9][N:8]=[C:7]2[C:3]=1[N:4]=[C:5]([C:11]1[CH:16]=[CH:15][CH:14]=[C:13]([Cl:17])[CH:12]=1)[NH:6]2.[Si:18]([O:25][C@@H:26]1[C@H:30]([CH2:31][O:32][Si:33]([C:36]([CH3:39])([CH3:38])[CH3:37])([CH3:35])[CH3:34])[CH2:29][C@@H:28]([NH2:40])[CH2:27]1)([C:21]([CH3:24])([CH3:23])[CH3:22])([CH3:20])[CH3:19].C(N(CC)C(C)C)(C)C. The catalyst is C(O)C. The product is [Si:18]([O:25][C@@H:26]1[C@H:30]([CH2:31][O:32][Si:33]([C:36]([CH3:39])([CH3:38])[CH3:37])([CH3:34])[CH3:35])[CH2:29][C@@H:28]([NH:40][C:2]2[N:10]=[CH:9][N:8]=[C:7]3[C:3]=2[N:4]=[C:5]([C:11]2[CH:16]=[CH:15][CH:14]=[C:13]([Cl:17])[CH:12]=2)[NH:6]3)[CH2:27]1)([C:21]([CH3:24])([CH3:23])[CH3:22])([CH3:20])[CH3:19]. The yield is 0.760. (3) The reactants are C(O[C:4](=[O:20])[CH2:5][C:6]([O:17][CH2:18][CH3:19])=[N:7][C:8]1[CH:13]=[CH:12][CH:11]=[C:10]([O:14][CH3:15])[C:9]=1[CH3:16])C.CCOC(C)=O.CCCCCC. The catalyst is C1(OC2C=CC=CC=2)C=CC=CC=1. The product is [CH2:18]([O:17][C:6]1[CH:5]=[C:4]([OH:20])[C:13]2[C:8](=[C:9]([CH3:16])[C:10]([O:14][CH3:15])=[CH:11][CH:12]=2)[N:7]=1)[CH3:19]. The yield is 0.680. (4) The reactants are [N+:1]([C:4]1[CH:9]=[CH:8][C:7]([S:10]([NH:13][CH:14]([CH2:20][CH:21]=[C:22]2[CH2:27][CH2:26][O:25][CH2:24][CH2:23]2)[C:15]([O:17][CH2:18][CH3:19])=[O:16])(=[O:12])=[O:11])=[CH:6][CH:5]=1)([O-:3])=[O:2].FC(F)(F)S(O)(=O)=O. The catalyst is C(Cl)(Cl)Cl.ClCCl. The product is [N+:1]([C:4]1[CH:9]=[CH:8][C:7]([S:10]([N:13]2[C:22]3([CH2:27][CH2:26][O:25][CH2:24][CH2:23]3)[CH2:21][CH2:20][CH:14]2[C:15]([O:17][CH2:18][CH3:19])=[O:16])(=[O:11])=[O:12])=[CH:6][CH:5]=1)([O-:3])=[O:2]. The yield is 0.790. (5) The yield is 1.00. The reactants are [Cl:1][C:2]1[C:3]([O:12][C:13]2[CH:18]=[C:17]([O:19][CH2:20][CH2:21][O:22][CH3:23])[CH:16]=[CH:15][C:14]=2[CH2:24][CH2:25][CH2:26]O)=[N:4][CH:5]=[C:6]([C:8]([F:11])([F:10])[F:9])[CH:7]=1.C1(P(C2C=CC=CC=2)C2C=CC=CC=2)C=CC=CC=1.[N+:47]([C:50]1[CH:55]=[CH:54][CH:53]=[CH:52][C:51]=1[S:56]([NH:59][C:60](=[O:66])[O:61][C:62]([CH3:65])([CH3:64])[CH3:63])(=[O:58])=[O:57])([O-:49])=[O:48].N(C(OCC)=O)=NC(OCC)=O. The product is [Cl:1][C:2]1[C:3]([O:12][C:13]2[CH:18]=[C:17]([O:19][CH2:20][CH2:21][O:22][CH3:23])[CH:16]=[CH:15][C:14]=2[CH2:24][CH2:25][CH2:26][N:59]([S:56]([C:51]2[CH:52]=[CH:53][CH:54]=[CH:55][C:50]=2[N+:47]([O-:49])=[O:48])(=[O:58])=[O:57])[C:60](=[O:66])[O:61][C:62]([CH3:63])([CH3:65])[CH3:64])=[N:4][CH:5]=[C:6]([C:8]([F:11])([F:10])[F:9])[CH:7]=1. The catalyst is O1CCCC1.